From a dataset of NCI-60 drug combinations with 297,098 pairs across 59 cell lines. Regression. Given two drug SMILES strings and cell line genomic features, predict the synergy score measuring deviation from expected non-interaction effect. Drug 1: COC1=CC(=CC(=C1O)OC)C2C3C(COC3=O)C(C4=CC5=C(C=C24)OCO5)OC6C(C(C7C(O6)COC(O7)C8=CC=CS8)O)O. Drug 2: C1=NC2=C(N=C(N=C2N1C3C(C(C(O3)CO)O)O)F)N. Cell line: NCIH23. Synergy scores: CSS=46.9, Synergy_ZIP=-3.39, Synergy_Bliss=-4.73, Synergy_Loewe=-26.7, Synergy_HSA=-3.77.